Dataset: Forward reaction prediction with 1.9M reactions from USPTO patents (1976-2016). Task: Predict the product of the given reaction. (1) Given the reactants [Cl:1][C:2]1[CH:7]=[CH:6][CH:5]=[C:4]([F:8])[C:3]=1[C:9]1[NH:13][C:12](=[O:14])[N:11]([C:15]2[CH:23]=[CH:22][C:18]([C:19](O)=[O:20])=[C:17]([O:24][CH3:25])[CH:16]=2)[N:10]=1.C(N(C(C)C)CC)(C)C.CN(C(ON1N=NC2C=CC=CC1=2)=[N+](C)C)C.[B-](F)(F)(F)F.[F:57][C:58]([F:70])([F:69])[C:59]1[CH:64]=[CH:63][C:62]([C:65]2([NH2:68])[CH2:67][CH2:66]2)=[CH:61][CH:60]=1, predict the reaction product. The product is: [Cl:1][C:2]1[CH:7]=[CH:6][CH:5]=[C:4]([F:8])[C:3]=1[C:9]1[NH:13][C:12](=[O:14])[N:11]([C:15]2[CH:23]=[CH:22][C:18]([C:19]([NH:68][C:65]3([C:62]4[CH:63]=[CH:64][C:59]([C:58]([F:57])([F:69])[F:70])=[CH:60][CH:61]=4)[CH2:67][CH2:66]3)=[O:20])=[C:17]([O:24][CH3:25])[CH:16]=2)[N:10]=1. (2) Given the reactants [NH2:1][C:2]1[C:3]([NH:21][CH:22]2[CH2:26][CH2:25][CH2:24][CH2:23]2)=[N:4][C:5]([NH:8][C:9]2[CH:14]=[CH:13][C:12]([N:15]3[CH2:20][CH2:19][O:18][CH2:17][CH2:16]3)=[CH:11][CH:10]=2)=[N:6][CH:7]=1.[C:27](OCC)(=[O:33])[C:28](OCC)=[O:29], predict the reaction product. The product is: [CH:22]1([N:21]2[C:3]3[N:4]=[C:5]([NH:8][C:9]4[CH:14]=[CH:13][C:12]([N:15]5[CH2:16][CH2:17][O:18][CH2:19][CH2:20]5)=[CH:11][CH:10]=4)[N:6]=[CH:7][C:2]=3[NH:1][C:28](=[O:29])[C:27]2=[O:33])[CH2:26][CH2:25][CH2:24][CH2:23]1. (3) Given the reactants C([Si](C)(C)[O:6][C:7]1[C:12]([CH3:13])=[CH:11][C:10]([C:14]2([C:24]3[CH:29]=[C:28]([CH3:30])[C:27]([O:31][Si](C(C)(C)C)(C)C)=[C:26]([CH3:39])[CH:25]=3)[C:22]3[C:17](=[CH:18][CH:19]=[CH:20][CH:21]=3)[NH:16][C:15]2=[O:23])=[CH:9][C:8]=1[CH3:40])(C)(C)C.[C:43]1([CH3:52])[CH:48]=[CH:47][CH:46]=[CH:45][C:44]=1B(O)O.C(N(CC)CC)C.[F-].C([N+](CCCC)(CCCC)CCCC)CCC.Cl, predict the reaction product. The product is: [OH:31][C:27]1[C:26]([CH3:39])=[CH:25][C:24]([C:14]2([C:10]3[CH:11]=[C:12]([CH3:13])[C:7]([OH:6])=[C:8]([CH3:40])[CH:9]=3)[C:22]3[C:17](=[CH:18][CH:19]=[CH:20][CH:21]=3)[N:16]([C:44]3[CH:45]=[CH:46][CH:47]=[CH:48][C:43]=3[CH3:52])[C:15]2=[O:23])=[CH:29][C:28]=1[CH3:30].